Task: Predict the reaction yield, written as a fraction of the theoretical maximum amount of product (1.0 means a 100% yield; for example, 0.34 means a 34% yield).. Dataset: Reaction yield outcomes from USPTO patents with 853,638 reactions (1) The reactants are C([O:3][C:4]([CH:6]1[CH2:11][N:10]([CH:12]([C:19]2[CH:24]=[CH:23][CH:22]=[CH:21][CH:20]=2)[C:13]2[CH:18]=[CH:17][CH:16]=[CH:15][CH:14]=2)[CH2:9][CH2:8][N:7]1[C:25](=[O:40])[CH2:26][CH:27]([C:34]1[CH:39]=[CH:38][CH:37]=[CH:36][CH:35]=1)[C:28]1[CH:33]=[CH:32][CH:31]=[CH:30][CH:29]=1)=[O:5])C.O[Li].O. The catalyst is C1COCC1.CO.O. The product is [CH:12]([N:10]1[CH2:9][CH2:8][N:7]([C:25](=[O:40])[CH2:26][CH:27]([C:28]2[CH:33]=[CH:32][CH:31]=[CH:30][CH:29]=2)[C:34]2[CH:39]=[CH:38][CH:37]=[CH:36][CH:35]=2)[CH:6]([C:4]([OH:5])=[O:3])[CH2:11]1)([C:13]1[CH:14]=[CH:15][CH:16]=[CH:17][CH:18]=1)[C:19]1[CH:24]=[CH:23][CH:22]=[CH:21][CH:20]=1. The yield is 0.950. (2) The reactants are [CH3:1][S:2]([N:5]([C:10]1[CH:19]=[CH:18][CH:17]=[C:16]2[C:11]=1[CH:12]=[CH:13][C:14]([S:25]([O-:28])(=O)=[O:26])=[C:15]2[O:20][S:21]([CH3:24])(=[O:23])=[O:22])[S:6]([CH3:9])(=[O:8])=[O:7])(=[O:4])=[O:3].C(#N)C.CN1CCCC1=O.P(Cl)(Cl)([Cl:41])=O. The catalyst is O. The product is [CH3:1][S:2]([N:5]([C:10]1[CH:19]=[CH:18][CH:17]=[C:16]2[C:11]=1[CH:12]=[CH:13][C:14]([S:25]([Cl:41])(=[O:28])=[O:26])=[C:15]2[O:20][S:21]([CH3:24])(=[O:23])=[O:22])[S:6]([CH3:9])(=[O:8])=[O:7])(=[O:4])=[O:3]. The yield is 0.831.